Dataset: NCI-60 drug combinations with 297,098 pairs across 59 cell lines. Task: Regression. Given two drug SMILES strings and cell line genomic features, predict the synergy score measuring deviation from expected non-interaction effect. (1) Drug 1: CC1=C2C(C(=O)C3(C(CC4C(C3C(C(C2(C)C)(CC1OC(=O)C(C(C5=CC=CC=C5)NC(=O)OC(C)(C)C)O)O)OC(=O)C6=CC=CC=C6)(CO4)OC(=O)C)O)C)O. Drug 2: CC1CCCC2(C(O2)CC(NC(=O)CC(C(C(=O)C(C1O)C)(C)C)O)C(=CC3=CSC(=N3)C)C)C. Cell line: EKVX. Synergy scores: CSS=12.8, Synergy_ZIP=-5.98, Synergy_Bliss=6.33, Synergy_Loewe=-5.86, Synergy_HSA=0.532. (2) Synergy scores: CSS=26.7, Synergy_ZIP=-7.44, Synergy_Bliss=-2.19, Synergy_Loewe=-14.8, Synergy_HSA=-3.29. Drug 2: C1CC(=O)NC(=O)C1N2C(=O)C3=CC=CC=C3C2=O. Cell line: 786-0. Drug 1: CN(CCCl)CCCl.Cl. (3) Synergy scores: CSS=4.20, Synergy_ZIP=-3.79, Synergy_Bliss=-5.20, Synergy_Loewe=-8.13, Synergy_HSA=-4.88. Cell line: OVCAR-4. Drug 1: CC12CCC(CC1=CCC3C2CCC4(C3CC=C4C5=CN=CC=C5)C)O. Drug 2: C1CC(=O)NC(=O)C1N2CC3=C(C2=O)C=CC=C3N. (4) Drug 1: CC1=C2C(C(=O)C3(C(CC4C(C3C(C(C2(C)C)(CC1OC(=O)C(C(C5=CC=CC=C5)NC(=O)OC(C)(C)C)O)O)OC(=O)C6=CC=CC=C6)(CO4)OC(=O)C)OC)C)OC. Drug 2: CS(=O)(=O)OCCCCOS(=O)(=O)C. Cell line: KM12. Synergy scores: CSS=37.4, Synergy_ZIP=-2.39, Synergy_Bliss=-5.05, Synergy_Loewe=-15.0, Synergy_HSA=-2.62. (5) Drug 1: C1CCN(CC1)CCOC2=CC=C(C=C2)C(=O)C3=C(SC4=C3C=CC(=C4)O)C5=CC=C(C=C5)O. Drug 2: C1C(C(OC1N2C=NC(=NC2=O)N)CO)O. Cell line: OVCAR-8. Synergy scores: CSS=19.5, Synergy_ZIP=5.55, Synergy_Bliss=5.46, Synergy_Loewe=-5.86, Synergy_HSA=0.829. (6) Drug 1: CNC(=O)C1=NC=CC(=C1)OC2=CC=C(C=C2)NC(=O)NC3=CC(=C(C=C3)Cl)C(F)(F)F. Drug 2: CC1=C(C(=O)C2=C(C1=O)N3CC4C(C3(C2COC(=O)N)OC)N4)N. Cell line: NCI/ADR-RES. Synergy scores: CSS=6.93, Synergy_ZIP=-5.04, Synergy_Bliss=-1.70, Synergy_Loewe=-13.1, Synergy_HSA=-3.70.